The task is: Predict which catalyst facilitates the given reaction.. This data is from Catalyst prediction with 721,799 reactions and 888 catalyst types from USPTO. (1) Reactant: [C:1]1(/[C:7](/[C:11]2[CH:16]=[CH:15][C:14]([C:17]([F:20])([F:19])[F:18])=[CH:13][CH:12]=2)=[CH:8]/[CH2:9][OH:10])[CH:6]=[CH:5][CH:4]=[CH:3][CH:2]=1. Product: [C:1]1(/[C:7](/[C:11]2[CH:12]=[CH:13][C:14]([C:17]([F:18])([F:19])[F:20])=[CH:15][CH:16]=2)=[CH:8]/[CH:9]=[O:10])[CH:6]=[CH:5][CH:4]=[CH:3][CH:2]=1. The catalyst class is: 327. (2) Reactant: [Cl:1][C:2]1[C:3]([F:19])=[C:4]([C:8](=[O:18])[CH:9]([CH3:17])[C:10](=O)[C:11]([O:13]CC)=[O:12])[CH:5]=[CH:6][CH:7]=1.[Li+].C[Si]([N-:25][Si](C)(C)C)(C)C.C(OCC)(=O)C(OCC)=O. Product: [Cl:1][C:2]1[C:3]([F:19])=[C:4]([C:8]2[O:18][N:25]=[C:10]([C:11]([OH:13])=[O:12])[C:9]=2[CH3:17])[CH:5]=[CH:6][CH:7]=1. The catalyst class is: 28. (3) Reactant: C(I)(I)(I)I.[Br:6][C:7]1[CH:8]=[C:9]([CH:14]=[C:15]([N+:18]([O-])=O)[C:16]=1[Cl:17])[C:10]([O:12][CH3:13])=[O:11]. Product: [NH2:18][C:15]1[CH:14]=[C:9]([CH:8]=[C:7]([Br:6])[C:16]=1[Cl:17])[C:10]([O:12][CH3:13])=[O:11]. The catalyst class is: 409. (4) Reactant: [NH2:1][C:2]1[C:3]([C:12](O)=[O:13])=[CH:4][C:5]2[C:10]([CH:11]=1)=[CH:9][CH:8]=[CH:7][CH:6]=2.[H-].[H-].[H-].[H-].[Li+].[Al+3].O.[OH-].[Na+]. Product: [NH2:1][C:2]1[C:3]([CH2:12][OH:13])=[CH:4][C:5]2[C:10]([CH:11]=1)=[CH:9][CH:8]=[CH:7][CH:6]=2. The catalyst class is: 1. (5) Reactant: Br[C:2]1[CH:7]=[CH:6][C:5]([Br:8])=[CH:4][N:3]=1.[CH2:9]([OH:16])[C:10]1[CH:15]=[CH:14][CH:13]=[CH:12][CH:11]=1.[OH-].[K+]. Product: [CH2:9]([O:16][C:2]1[CH:7]=[CH:6][C:5]([Br:8])=[CH:4][N:3]=1)[C:10]1[CH:15]=[CH:14][CH:13]=[CH:12][CH:11]=1. The catalyst class is: 11. (6) Reactant: CC(C)([O-])C.[K+].[C:7]1([S:13]([NH:16][C:17]2[CH:18]=[C:19]([C@@H:23]([OH:43])[CH2:24][NH:25][C:26]([CH3:42])([CH3:41])[CH2:27][CH2:28][N:29]3[C:37]4[C:32](=[CH:33][C:34]([C:38]([OH:40])=[O:39])=[CH:35][CH:36]=4)[CH:31]=[CH:30]3)[CH:20]=[CH:21][CH:22]=2)(=[O:15])=[O:14])[CH:12]=[CH:11][CH:10]=[CH:9][CH:8]=1.Cl.[CH:45]([N:48]([CH:52]([CH3:54])[CH3:53])[CH2:49][CH2:50]Cl)([CH3:47])[CH3:46]. Product: [C:7]1([S:13]([NH:16][C:17]2[CH:18]=[C:19]([C@@H:23]([OH:43])[CH2:24][NH:25][C:26]([CH3:41])([CH3:42])[CH2:27][CH2:28][N:29]3[C:37]4[C:32](=[CH:33][C:34]([C:38]([O:40][CH2:50][CH2:49][N:48]([CH:52]([CH3:54])[CH3:53])[CH:45]([CH3:47])[CH3:46])=[O:39])=[CH:35][CH:36]=4)[CH:31]=[CH:30]3)[CH:20]=[CH:21][CH:22]=2)(=[O:15])=[O:14])[CH:12]=[CH:11][CH:10]=[CH:9][CH:8]=1. The catalyst class is: 39.